This data is from Catalyst prediction with 721,799 reactions and 888 catalyst types from USPTO. The task is: Predict which catalyst facilitates the given reaction. (1) Reactant: [CH3:1][NH2:2].Cl.C[Al](C)C.C[O:9][C:10]([C:12]1[CH:17]=[CH:16][C:15]([C:18]([O:20][CH3:21])=[O:19])=[CH:14][N:13]=1)=O. Product: [CH3:1][NH:2][C:10]([C:12]1[N:13]=[CH:14][C:15]([C:18]([O:20][CH3:21])=[O:19])=[CH:16][CH:17]=1)=[O:9]. The catalyst class is: 308. (2) The catalyst class is: 3. Product: [CH2:1]([O:8][C:9]1[N:10]=[C:11]([CH:37]([C:38]#[N:39])[C:32]2[CH:31]=[C:30]([CH:35]=[C:34]([CH3:36])[CH:33]=2)[C:28]#[N:29])[C:12]([C:23]([CH3:26])([CH3:25])[CH3:24])=[C:13]([O:15][CH2:16][C:17]2[CH:22]=[CH:21][CH:20]=[CH:19][CH:18]=2)[N:14]=1)[C:2]1[CH:7]=[CH:6][CH:5]=[CH:4][CH:3]=1. Reactant: [CH2:1]([O:8][C:9]1[N:14]=[C:13]([O:15][CH2:16][C:17]2[CH:22]=[CH:21][CH:20]=[CH:19][CH:18]=2)[C:12]([C:23]([CH3:26])([CH3:25])[CH3:24])=[C:11](Cl)[N:10]=1)[C:2]1[CH:7]=[CH:6][CH:5]=[CH:4][CH:3]=1.[C:28]([C:30]1[CH:31]=[C:32]([CH2:37][C:38]#[N:39])[CH:33]=[C:34]([CH3:36])[CH:35]=1)#[N:29].[H-].[Na+].[Cl-].[NH4+]. (3) Reactant: [CH3:1][CH:2]1[C:11]2[C:6](=[CH:7][CH:8]=[CH:9][CH:10]=2)[C:5](=[N:12]O)[CH2:4][CH2:3]1.[H-].C([Al+]CC(C)C)C(C)C.[F-].[Na+].O. Product: [CH3:1][CH:2]1[C:11]2[CH:6]=[CH:7][CH:8]=[CH:9][C:10]=2[NH:12][CH2:5][CH2:4][CH2:3]1. The catalyst class is: 665. (4) Reactant: F[B-](F)(F)F.[F:6][B-](F)(F)F.[F:11][N+]1C=CC=CC=1C1C=CC=C[N+]=1F.[CH3:25][C:26]1[CH:36]=[CH:35][C:34]([N:37]2[CH2:42][CH2:41][O:40][CH2:39][CH2:38]2)=[CH:33][C:27]=1[C:28]([N:30]([CH3:32])[CH3:31])=[O:29].C(=O)(O)[O-].[Na+]. Product: [F:11][C:35]1[C:34]([N:37]2[CH2:42][CH2:41][O:40][CH2:39][CH2:38]2)=[CH:33][C:27]([C:28]([N:30]([CH3:32])[CH3:31])=[O:29])=[C:26]([CH3:25])[CH:36]=1.[F:6][C:33]1[C:34]([N:37]2[CH2:42][CH2:41][O:40][CH2:39][CH2:38]2)=[CH:35][CH:36]=[C:26]([CH3:25])[C:27]=1[C:28]([N:30]([CH3:32])[CH3:31])=[O:29]. The catalyst class is: 10. (5) Reactant: Cl[O-].[Na+].[CH:4]1([C@H:7]([O:12][CH2:13][CH:14]=[N:15][OH:16])[CH2:8]/[CH:9]=[CH:10]/[CH3:11])[CH2:6][CH2:5]1.C(N(CC)CC)C. Product: [CH:4]1([C@@H:7]2[O:12][CH2:13][C:14]3=[N:15][O:16][C@@H:10]([CH3:11])[C@@H:9]3[CH2:8]2)[CH2:6][CH2:5]1. The catalyst class is: 4. (6) Reactant: Cl[CH2:2][C:3]([C:7]1[CH:12]=[CH:11][C:10]([F:13])=[C:9]([F:14])[CH:8]=1)([OH:6])[CH2:4]Cl.C(=O)(O)[O-].[Na+].[CH:20]([NH2:23])([CH3:22])[CH3:21]. Product: [F:14][C:9]1[CH:8]=[C:7]([C:3]2([OH:6])[CH2:4][N:23]([CH:20]([CH3:22])[CH3:21])[CH2:2]2)[CH:12]=[CH:11][C:10]=1[F:13]. The catalyst class is: 10. (7) Reactant: Cl.Cl.[Cl:3][C:4]1[C:12]2[NH:11][CH2:10][C@@H:9]3[CH2:13][NH:14][CH2:15][CH2:16][C:7]([C:8]=23)=[CH:6][CH:5]=1.[CH3:17][C:18]([O:21][C:22](O[C:22]([O:21][C:18]([CH3:20])([CH3:19])[CH3:17])=[O:23])=[O:23])([CH3:20])[CH3:19].C(OCC)(=O)C.C(=O)(O)[O-].[Na+]. The catalyst class is: 6. Product: [Cl:3][C:4]1[C:12]2[NH:11][CH2:10][C@@H:9]3[CH2:13][N:14]([C:22]([O:21][C:18]([CH3:20])([CH3:19])[CH3:17])=[O:23])[CH2:15][CH2:16][C:7]([C:8]=23)=[CH:6][CH:5]=1. (8) Reactant: [Cl:1][C:2]1[CH:7]=[CH:6][C:5]([C:8]([N:10]([CH3:39])[C@@H:11]2[CH2:16][CH2:15][N:14]([CH2:17][CH:18]3[CH2:23][CH2:22][N:21](C(OC(C)(C)C)=O)[CH2:20][CH2:19]3)[CH2:13][C@H:12]2[C:31]2[CH:36]=[CH:35][C:34]([Cl:37])=[C:33]([Cl:38])[CH:32]=2)=[O:9])=[CH:4][CH:3]=1.Cl.C(OCC)(=O)C. Product: [ClH:1].[Cl:1][C:2]1[CH:3]=[CH:4][C:5]([C:8]([N:10]([C@@H:11]2[CH2:16][CH2:15][N:14]([CH2:17][CH:18]3[CH2:23][CH2:22][NH:21][CH2:20][CH2:19]3)[CH2:13][C@H:12]2[C:31]2[CH:36]=[CH:35][C:34]([Cl:37])=[C:33]([Cl:38])[CH:32]=2)[CH3:39])=[O:9])=[CH:6][CH:7]=1. The catalyst class is: 13.